Dataset: Reaction yield outcomes from USPTO patents with 853,638 reactions. Task: Predict the reaction yield, written as a fraction of the theoretical maximum amount of product (1.0 means a 100% yield; for example, 0.34 means a 34% yield). (1) The reactants are [O:1]1CCO[CH:2]1[CH2:6][CH2:7][C:8]1[CH:13]=[CH:12][C:11]([C:14]2[CH:19]=[CH:18][C:17]([CH2:20][CH2:21][CH:22]3OCC[O:23]3)=[CH:16][CH:15]=2)=[CH:10][CH:9]=1.O. The catalyst is C1(C)C=CC=CC=1.C(O)=O. The product is [C:14]1([C:11]2[CH:10]=[CH:9][C:8]([CH2:7][CH2:6][CH:2]=[O:1])=[CH:13][CH:12]=2)[CH:19]=[CH:18][C:17]([CH2:20][CH2:21][CH:22]=[O:23])=[CH:16][CH:15]=1. The yield is 0.900. (2) The reactants are BrCCBr.C[Si](Cl)(C)C.[CH3:10][O:11][C:12](=[O:22])/[C:13](/I)=[CH:14]\[CH2:15][CH:16]1[CH2:20][CH2:19][CH2:18][CH2:17]1.C1(P(C2C=CC=CC=2)C2C=CC=CC=2)C=CC=CC=1.Br[C:43]1[CH:48]=[CH:47][C:46]([N:49]2[C:53]([CH3:54])=[N:52][N:51]=[N:50]2)=[C:45]([C:55]([F:58])([F:57])[F:56])[CH:44]=1.[Cl-].[NH4+]. The catalyst is O1CCCC1.[Zn].C1C=CC(/C=C/C(/C=C/C2C=CC=CC=2)=O)=CC=1.C1C=CC(/C=C/C(/C=C/C2C=CC=CC=2)=O)=CC=1.[Pd]. The product is [CH3:10][O:11][C:12](=[O:22])/[C:13](/[C:43]1[CH:48]=[CH:47][C:46]([N:49]2[C:53]([CH3:54])=[N:52][N:51]=[N:50]2)=[C:45]([C:55]([F:58])([F:57])[F:56])[CH:44]=1)=[CH:14]/[CH2:15][CH:16]1[CH2:20][CH2:19][CH2:18][CH2:17]1. The yield is 0.650. (3) The reactants are [C:1]([CH:4]1[N:9]([C:10]2[CH:15]=[C:14]([C:16](=[O:18])[NH2:17])[N:13]=[C:12]([C:19]3[CH:24]=[CH:23][C:22]([O:25][C:26]4[CH:31]=[CH:30][C:29]([F:32])=[CH:28][CH:27]=4)=[CH:21][CH:20]=3)[N:11]=2)[CH2:8][CH2:7][N:6](C(OC(C)(C)C)=O)[CH2:5]1)(=[O:3])[NH2:2].Cl. The catalyst is O1CCOCC1. The product is [C:1]([CH:4]1[CH2:5][NH:6][CH2:7][CH2:8][N:9]1[C:10]1[N:11]=[C:12]([C:19]2[CH:20]=[CH:21][C:22]([O:25][C:26]3[CH:31]=[CH:30][C:29]([F:32])=[CH:28][CH:27]=3)=[CH:23][CH:24]=2)[N:13]=[C:14]([C:16]([NH2:17])=[O:18])[CH:15]=1)(=[O:3])[NH2:2]. The yield is 0.720. (4) The reactants are [CH2:1]1[C:9]2[C:4](=[CH:5][CH:6]=[CH:7][CH:8]=2)[CH2:3][NH:2]1.[Cl:10][C:11]1[CH:16]=[CH:15][C:14]([N:17]=[C:18]=[O:19])=[C:13]([CH3:20])[CH:12]=1. The catalyst is O1CCOCC1. The product is [Cl:10][C:11]1[CH:16]=[CH:15][C:14]([NH:17][C:18]([N:2]2[CH2:3][C:4]3[C:9](=[CH:8][CH:7]=[CH:6][CH:5]=3)[CH2:1]2)=[O:19])=[C:13]([CH3:20])[CH:12]=1. The yield is 0.940.